The task is: Predict the product of the given reaction.. This data is from Forward reaction prediction with 1.9M reactions from USPTO patents (1976-2016). (1) Given the reactants [CH:1]([C:3]1[CH:4]=[C:5]([C:14]([O:16][CH2:17][CH3:18])=[O:15])[C:6](=[O:13])[N:7]2[C:12]=1[CH:11]=[CH:10][CH:9]=[CH:8]2)=O.[Cl-].[Cl:20][C:21]1[CH:22]=[C:23]2[C:28](=[CH:29][CH:30]=1)[CH2:27][NH2+:26][CH2:25][CH2:24]2.C(O)(=O)C.C([BH3-])#N, predict the reaction product. The product is: [Cl:20][C:21]1[CH:22]=[C:23]2[C:28](=[CH:29][CH:30]=1)[CH2:27][N:26]([CH2:1][C:3]1[CH:4]=[C:5]([C:14]([O:16][CH2:17][CH3:18])=[O:15])[C:6](=[O:13])[N:7]3[C:12]=1[CH:11]=[CH:10][CH:9]=[CH:8]3)[CH2:25][CH2:24]2. (2) Given the reactants [BH4-].[Li+].[F:3][C:4]1[CH:5]=[C:6]([C@@H:11]([CH:29]2[CH2:34][CH2:33][O:32][CH2:31][CH2:30]2)[CH2:12][C:13](N2[C@H](C3C=CC=CC=3)[C@H](C)N(C)C2=O)=[O:14])[CH:7]=[C:8]([F:10])[CH:9]=1, predict the reaction product. The product is: [F:10][C:8]1[CH:7]=[C:6]([C@@H:11]([CH:29]2[CH2:30][CH2:31][O:32][CH2:33][CH2:34]2)[CH2:12][CH2:13][OH:14])[CH:5]=[C:4]([F:3])[CH:9]=1. (3) Given the reactants Cl[C:2]1[N:3]([CH3:15])[C:4](=[O:14])[CH:5]=[C:6]([C:8]2[CH:13]=[CH:12][N:11]=[CH:10][N:9]=2)[N:7]=1.Cl.[CH3:17][CH:18]1[CH2:24][O:23][CH2:22][CH2:21][NH:20][CH2:19]1.C(N(CC)CC)C, predict the reaction product. The product is: [CH3:15][N:3]1[C:4](=[O:14])[CH:5]=[C:6]([C:8]2[CH:13]=[CH:12][N:11]=[CH:10][N:9]=2)[N:7]=[C:2]1[N:20]1[CH2:19][CH:18]([CH3:17])[CH2:24][O:23][CH2:22][CH2:21]1. (4) The product is: [Cl:1][C:2]1[C:3]([C:22]2[S:26][C:25]([C:27]3([OH:32])[CH2:31][CH2:30][N:29]([C:33](=[O:35])[CH3:34])[CH2:28]3)=[N:24][CH:23]=2)=[C:4]2[CH:10]=[C:9]([I:11])[N:8]([S:12]([C:15]3[CH:21]=[CH:20][C:18]([CH3:19])=[CH:17][CH:16]=3)(=[O:14])=[O:13])[C:5]2=[N:6][CH:7]=1. Given the reactants [Cl:1][C:2]1[C:3]([C:22]2[S:26][C:25]([C:27]3([OH:32])[CH2:31][CH2:30][NH:29][CH2:28]3)=[N:24][CH:23]=2)=[C:4]2[CH:10]=[C:9]([I:11])[N:8]([S:12]([C:15]3[CH:21]=[CH:20][C:18]([CH3:19])=[CH:17][CH:16]=3)(=[O:14])=[O:13])[C:5]2=[N:6][CH:7]=1.[C:33](O)(=[O:35])[CH3:34].C(N(CC)CC)C, predict the reaction product.